The task is: Predict the reaction yield, written as a fraction of the theoretical maximum amount of product (1.0 means a 100% yield; for example, 0.34 means a 34% yield).. This data is from Reaction yield outcomes from USPTO patents with 853,638 reactions. (1) The reactants are [C:1]([O:9][CH2:10][C@:11]12[CH2:37][CH2:36][C@@H:35]([C:38]([CH3:40])=[CH2:39])[C@@H:12]1[CH:13]1[C@@:26]([CH3:29])([CH2:27][CH2:28]2)[C@@:25]2([CH3:30])[C@@H:16]([C@:17]3([CH3:34])[C@@H:22]([CH2:23][CH2:24]2)[C:21]([CH3:32])([CH3:31])[C:20](=[O:33])[CH2:19][CH2:18]3)[CH2:15][CH2:14]1)(=[O:8])[C:2]1[CH:7]=[CH:6][CH:5]=[CH:4][CH:3]=1.C1C=CC(N([S:48]([C:51]([F:54])([F:53])[F:52])(=[O:50])=[O:49])[S:48]([C:51]([F:54])([F:53])[F:52])(=[O:50])=[O:49])=CC=1.C[Si]([N-][Si](C)(C)C)(C)C.[K+].[O-]S(C(F)(F)F)(=O)=O. The catalyst is C1COCC1. The product is [C:1]([O:9][CH2:10][C@:11]12[CH2:37][CH2:36][C@@H:35]([C:38]([CH3:40])=[CH2:39])[C@@H:12]1[CH:13]1[C@@:26]([CH3:29])([CH2:27][CH2:28]2)[C@@:25]2([CH3:30])[C@@H:16]([C@:17]3([CH3:34])[C@@H:22]([CH2:23][CH2:24]2)[C:21]([CH3:31])([CH3:32])[C:20]([O:33][S:48]([C:51]([F:54])([F:53])[F:52])(=[O:50])=[O:49])=[CH:19][CH2:18]3)[CH2:15][CH2:14]1)(=[O:8])[C:2]1[CH:3]=[CH:4][CH:5]=[CH:6][CH:7]=1. The yield is 0.602. (2) The reactants are [CH3:1][O:2][C:3](=[O:23])[NH:4][CH:5]([C:9]([N:11]1[CH2:15][CH2:14][CH2:13][CH:12]1[C:16]1[NH:17][C:18]([C:21]#[CH:22])=[CH:19][N:20]=1)=[O:10])[CH:6]([CH3:8])[CH3:7].[CH3:24][O:25][C:26](=[O:55])[NH:27][CH:28]([C:32]([N:34]1[CH2:38][CH2:37][CH2:36][CH:35]1[C:39]1[NH:43][C:42]2[CH:44]=[C:45]([C:48]3[CH:53]=[CH:52][C:51](Br)=[CH:50][CH:49]=3)[CH:46]=[CH:47][C:41]=2[N:40]=1)=[O:33])[CH:29]([CH3:31])[CH3:30].C(N(CC)CC)C.O. The catalyst is CN(C=O)C.C1C=CC([P]([Pd]([P](C2C=CC=CC=2)(C2C=CC=CC=2)C2C=CC=CC=2)([P](C2C=CC=CC=2)(C2C=CC=CC=2)C2C=CC=CC=2)[P](C2C=CC=CC=2)(C2C=CC=CC=2)C2C=CC=CC=2)(C2C=CC=CC=2)C2C=CC=CC=2)=CC=1.[Cu]I. The product is [CH3:24][O:25][C:26](=[O:55])[NH:27][CH:28]([C:32]([N:34]1[CH2:38][CH2:37][CH2:36][CH:35]1[C:39]1[NH:43][C:42]2[CH:44]=[C:45]([C:48]3[CH:53]=[CH:52][C:51]([C:22]#[C:21][C:18]4[NH:17][C:16]([CH:12]5[CH2:13][CH2:14][CH2:15][N:11]5[C:9](=[O:10])[CH:5]([NH:4][C:3]([O:2][CH3:1])=[O:23])[CH:6]([CH3:8])[CH3:7])=[N:20][CH:19]=4)=[CH:50][CH:49]=3)[CH:46]=[CH:47][C:41]=2[N:40]=1)=[O:33])[CH:29]([CH3:31])[CH3:30]. The yield is 0.110. (3) The catalyst is C1COCC1. The product is [Cl:1][C:2]1[CH:7]=[C:6]([C:8]2[O:12][N:11]=[C:10]([C:13]3[N:14]=[C:15]4[C:20]([Cl:21])=[CH:19][C:18]([C:22]([F:24])([F:23])[F:25])=[CH:17][N:16]4[CH:26]=3)[N:9]=2)[C:5]([Cl:27])=[CH:4][C:3]=1[CH2:28][CH2:29][C:30]([OH:32])=[O:31]. The reactants are [Cl:1][C:2]1[CH:7]=[C:6]([C:8]2[O:12][N:11]=[C:10]([C:13]3[N:14]=[C:15]4[C:20]([Cl:21])=[CH:19][C:18]([C:22]([F:25])([F:24])[F:23])=[CH:17][N:16]4[CH:26]=3)[N:9]=2)[C:5]([Cl:27])=[CH:4][C:3]=1[CH2:28][CH2:29][C:30]([O:32]C)=[O:31].O.[OH-].[Li+]. The yield is 0.220. (4) The reactants are C(OP([C:11]([P:16](=[O:25])([O:21][CH:22]([CH3:24])C)[O:17][CH:18]([CH3:20])C)([OH:15])[CH2:12][CH:13]=[CH2:14])(=O)OC(C)C)(C)C.[C:26]([O:29][CH2:30][CH3:31])(=[O:28])C. No catalyst specified. The product is [CH2:22]([O:21][P:16]([C:11]([OH:15])([CH2:12][C:13](=[CH2:14])[C:26]([O:29][CH2:30][CH3:31])=[O:28])[C:26]([O:29][CH2:30][CH3:31])=[O:28])([O:17][CH2:18][CH3:20])=[O:25])[CH3:24]. The yield is 0.420. (5) The reactants are [CH:1]1([C:4]([N:6]2[CH2:11][CH2:10][N:9](C(OCC3C=CC=CC=3)=O)[CH2:8][CH2:7]2)=[O:5])[CH2:3][CH2:2]1. The catalyst is C(O)C.[C].[Pd]. The product is [CH:1]1([C:4]([N:6]2[CH2:11][CH2:10][NH:9][CH2:8][CH2:7]2)=[O:5])[CH2:2][CH2:3]1. The yield is 0.973. (6) The reactants are [CH2:1]([C:4]1[CH:13]=[C:12]([O:14][CH3:15])[C:11]2[C@H:10]3[CH2:16][C@H:7]([CH2:8][CH2:9]3)[C:6]=2[C:5]=1[OH:17])[CH:2]=[CH2:3].C(=O)([O-])[O-].[K+].[K+].[CH2:24](Br)[C:25]1[CH:30]=[CH:29][CH:28]=[CH:27][CH:26]=1.C(OC1C2CCCC=2C=CC=1CC=C)C1C=CC=CC=1. The catalyst is [I-].C([N+](CCCC)(CCCC)CCCC)CCC. The product is [CH2:1]([C:4]1[C:5]([O:17][CH2:24][C:25]2[CH:30]=[CH:29][CH:28]=[CH:27][CH:26]=2)=[C:6]2[C:11](=[C:12]([O:14][CH3:15])[CH:13]=1)[C@H:10]1[CH2:16][C@@H:7]2[CH2:8][CH2:9]1)[CH:2]=[CH2:3]. The yield is 0.900. (7) The yield is 0.190. The catalyst is O. The product is [Br:3][C:4]1[C:5]([CH3:11])=[CH:6][C:7]([O:18][CH:17]2[CH2:15][CH2:16]2)=[N:8][CH:9]=1. The reactants are [H-].[Na+].[Br:3][C:4]1[C:5]([CH3:11])=[CH:6][C:7](F)=[N:8][CH:9]=1.CN1[C:17](=[O:18])[CH2:16][CH2:15]C1. (8) The reactants are [C:1]([O:5][C:6]([N:8]1[CH:12]=[CH:11][CH:10]=[C:9]1[C:13]1[CH:25]=[CH:24][C:16]2[NH:17][C:18](=[O:23])[O:19][C:20]([CH3:22])([CH3:21])[C:15]=2[CH:14]=1)=[O:7])([CH3:4])([CH3:3])[CH3:2].ClS([N:30]=[C:31]=O)(=O)=O.CN(C=O)C.O. The catalyst is C1COCC1. The product is [C:1]([O:5][C:6]([N:8]1[C:12]([C:31]#[N:30])=[CH:11][CH:10]=[C:9]1[C:13]1[CH:25]=[CH:24][C:16]2[NH:17][C:18](=[O:23])[O:19][C:20]([CH3:22])([CH3:21])[C:15]=2[CH:14]=1)=[O:7])([CH3:4])([CH3:2])[CH3:3]. The yield is 0.520. (9) The reactants are Cl[C:2]1[N:11]=[C:10]([NH:12][CH2:13][CH:14]([C:21]2[CH:26]=[CH:25][CH:24]=[CH:23][CH:22]=2)[C:15]2[CH:20]=[CH:19][CH:18]=[CH:17][CH:16]=2)[C:9]2[C:4](=[CH:5][CH:6]=[CH:7][CH:8]=2)[N:3]=1.CC1(C)C(C)(C)OB([C:35]2[C:43]3[C:38](=[N:39][CH:40]=[CH:41][CH:42]=3)[N:37]([C:44]([O:46][C:47]([CH3:50])([CH3:49])[CH3:48])=[O:45])[CH:36]=2)O1.C(NC1C2C(=CC=CC=2)N=C(C2SC3C=CC=CC=3C=2)N=1)(C1C=CC=CC=1)C1C=CC=CC=1. The catalyst is C1CCCCC1.CCOC(C)=O. The product is [C:15]1([CH:14]([C:21]2[CH:26]=[CH:25][CH:24]=[CH:23][CH:22]=2)[CH2:13][NH:12][C:10]2[C:9]3[C:4](=[CH:5][CH:6]=[CH:7][CH:8]=3)[N:3]=[C:2]([C:35]3[C:43]4[C:38](=[N:39][CH:40]=[CH:41][CH:42]=4)[N:37]([C:44]([O:46][C:47]([CH3:50])([CH3:49])[CH3:48])=[O:45])[CH:36]=3)[N:11]=2)[CH:20]=[CH:19][CH:18]=[CH:17][CH:16]=1. The yield is 0.220.